This data is from NCI-60 drug combinations with 297,098 pairs across 59 cell lines. The task is: Regression. Given two drug SMILES strings and cell line genomic features, predict the synergy score measuring deviation from expected non-interaction effect. (1) Drug 1: CC1CC2C3CCC4=CC(=O)C=CC4(C3(C(CC2(C1(C(=O)CO)O)C)O)F)C. Synergy scores: CSS=53.0, Synergy_ZIP=5.24, Synergy_Bliss=5.83, Synergy_Loewe=-12.9, Synergy_HSA=3.80. Drug 2: CNC(=O)C1=NC=CC(=C1)OC2=CC=C(C=C2)NC(=O)NC3=CC(=C(C=C3)Cl)C(F)(F)F. Cell line: SW-620. (2) Drug 1: CC1C(C(CC(O1)OC2CC(CC3=C2C(=C4C(=C3O)C(=O)C5=C(C4=O)C(=CC=C5)OC)O)(C(=O)C)O)N)O.Cl. Drug 2: CC1=CC=C(C=C1)C2=CC(=NN2C3=CC=C(C=C3)S(=O)(=O)N)C(F)(F)F. Cell line: SK-MEL-5. Synergy scores: CSS=19.4, Synergy_ZIP=-1.28, Synergy_Bliss=2.55, Synergy_Loewe=-17.2, Synergy_HSA=-1.55. (3) Drug 1: CCC1=CC2CC(C3=C(CN(C2)C1)C4=CC=CC=C4N3)(C5=C(C=C6C(=C5)C78CCN9C7C(C=CC9)(C(C(C8N6C)(C(=O)OC)O)OC(=O)C)CC)OC)C(=O)OC.C(C(C(=O)O)O)(C(=O)O)O. Drug 2: C1=CC=C(C=C1)NC(=O)CCCCCCC(=O)NO. Cell line: M14. Synergy scores: CSS=9.58, Synergy_ZIP=-1.48, Synergy_Bliss=-2.27, Synergy_Loewe=-11.5, Synergy_HSA=-3.12. (4) Drug 1: C1CC(=O)NC(=O)C1N2CC3=C(C2=O)C=CC=C3N. Drug 2: C1=NC2=C(N1)C(=S)N=C(N2)N. Cell line: SK-MEL-2. Synergy scores: CSS=24.4, Synergy_ZIP=1.69, Synergy_Bliss=2.48, Synergy_Loewe=1.74, Synergy_HSA=0.904. (5) Drug 1: CCCS(=O)(=O)NC1=C(C(=C(C=C1)F)C(=O)C2=CNC3=C2C=C(C=N3)C4=CC=C(C=C4)Cl)F. Drug 2: CN1C2=C(C=C(C=C2)N(CCCl)CCCl)N=C1CCCC(=O)O.Cl. Cell line: MALME-3M. Synergy scores: CSS=51.7, Synergy_ZIP=2.22, Synergy_Bliss=2.88, Synergy_Loewe=-16.0, Synergy_HSA=3.45. (6) Drug 1: COC1=C(C=C2C(=C1)N=CN=C2NC3=CC(=C(C=C3)F)Cl)OCCCN4CCOCC4. Drug 2: CN(C)N=NC1=C(NC=N1)C(=O)N. Cell line: SW-620. Synergy scores: CSS=9.60, Synergy_ZIP=2.25, Synergy_Bliss=4.58, Synergy_Loewe=-2.46, Synergy_HSA=-0.679. (7) Drug 1: CC(C)(C1=NC(=CC=C1)N2C3=NC(=NC=C3C(=O)N2CC=C)NC4=CC=C(C=C4)N5CCN(CC5)C)O. Drug 2: CCC1=C2CN3C(=CC4=C(C3=O)COC(=O)C4(CC)O)C2=NC5=C1C=C(C=C5)O. Cell line: T-47D. Synergy scores: CSS=20.6, Synergy_ZIP=-5.71, Synergy_Bliss=-5.01, Synergy_Loewe=-7.65, Synergy_HSA=-1.97. (8) Drug 1: C1CCN(CC1)CCOC2=CC=C(C=C2)C(=O)C3=C(SC4=C3C=CC(=C4)O)C5=CC=C(C=C5)O. Drug 2: CCCCC(=O)OCC(=O)C1(CC(C2=C(C1)C(=C3C(=C2O)C(=O)C4=C(C3=O)C=CC=C4OC)O)OC5CC(C(C(O5)C)O)NC(=O)C(F)(F)F)O. Cell line: 786-0. Synergy scores: CSS=3.56, Synergy_ZIP=-1.71, Synergy_Bliss=1.10, Synergy_Loewe=-1.69, Synergy_HSA=0.198.